From a dataset of Reaction yield outcomes from USPTO patents with 853,638 reactions. Predict the reaction yield, written as a fraction of the theoretical maximum amount of product (1.0 means a 100% yield; for example, 0.34 means a 34% yield). The reactants are [N:1]1([CH:7]2[CH2:12][CH2:11][CH:10]([O:13][C:14]3[C:25]4[C:24]5[C@@H:23]([CH2:26][CH2:27][OH:28])[CH2:22][CH2:21][C:20]=5[S:19][C:18]=4[N:17]=[CH:16][N:15]=3)[CH2:9][CH2:8]2)[CH2:6][CH2:5][O:4][CH2:3][CH2:2]1.[CH3:29][S:30](Cl)(=[O:32])=[O:31].C(N(CC)CC)C. The catalyst is CN(C)C=O.C(Cl)Cl. The product is [CH3:29][S:30]([O:28][CH2:27][CH2:26][C@H:23]1[CH2:22][CH2:21][C:20]2[S:19][C:18]3[N:17]=[CH:16][N:15]=[C:14]([O:13][CH:10]4[CH2:9][CH2:8][CH:7]([N:1]5[CH2:2][CH2:3][O:4][CH2:5][CH2:6]5)[CH2:12][CH2:11]4)[C:25]=3[C:24]1=2)(=[O:32])=[O:31]. The yield is 0.950.